Dataset: Forward reaction prediction with 1.9M reactions from USPTO patents (1976-2016). Task: Predict the product of the given reaction. (1) Given the reactants [Cl:1][C:2]1[CH:7]=[CH:6][C:5]([N:8]2[C:12]([C:13]3[CH:18]=[CH:17][C:16]([N+:19]([O-:21])=O)=[CH:15][CH:14]=3)=[CH:11][CH:10]=[N:9]2)=[CH:4][CH:3]=1.[F:22][C:23]1[CH:28]=[CH:27][C:26]([CH2:29]C#N)=[CH:25][CH:24]=1, predict the reaction product. The product is: [Cl:1][C:2]1[CH:7]=[CH:6][C:5]([N:8]2[C:12]([C:13]3[CH:14]=[CH:15][C:16]4=[N:19][O:21][C:29]([C:26]5[CH:27]=[CH:28][C:23]([F:22])=[CH:24][CH:25]=5)=[C:17]4[CH:18]=3)=[CH:11][CH:10]=[N:9]2)=[CH:4][CH:3]=1. (2) Given the reactants BrBr.[CH3:3][O:4][C:5]1[CH:10]=[CH:9][C:8]([CH:11]2[CH:16]=[CH:15][NH:14][NH:13][C:12]2=[O:17])=[CH:7][CH:6]=1.C([O-])(O)=O.[Na+], predict the reaction product. The product is: [CH3:3][O:4][C:5]1[CH:6]=[CH:7][C:8]([C:11]2[C:12](=[O:17])[NH:13][N:14]=[CH:15][CH:16]=2)=[CH:9][CH:10]=1.